This data is from Reaction yield outcomes from USPTO patents with 853,638 reactions. The task is: Predict the reaction yield, written as a fraction of the theoretical maximum amount of product (1.0 means a 100% yield; for example, 0.34 means a 34% yield). (1) The catalyst is C1COCC1.O. The reactants are [NH2:1][C:2]1[CH:27]=[CH:26][C:5]([C:6]([NH:8][C:9]2[S:13][C:12]([NH:14][C:15]3[CH:20]=[CH:19][C:18]([O:21][CH3:22])=[CH:17][CH:16]=3)=[N:11][C:10]=2[C:23]([NH2:25])=[O:24])=[O:7])=[CH:4][CH:3]=1.C(N(CC)CC)C.[Br:35][CH2:36][C:37](Cl)=[O:38]. The product is [Br:35][CH2:36][C:37]([NH:1][C:2]1[CH:3]=[CH:4][C:5]([C:6]([NH:8][C:9]2[S:13][C:12]([NH:14][C:15]3[CH:20]=[CH:19][C:18]([O:21][CH3:22])=[CH:17][CH:16]=3)=[N:11][C:10]=2[C:23]([NH2:25])=[O:24])=[O:7])=[CH:26][CH:27]=1)=[O:38]. The yield is 0.750. (2) The reactants are [Cl:1][C:2]1[NH:3][C:4]2[C:9]([C:10]=1[S:11][C:12]1[C:13]([F:23])=[C:14]([CH:20]=[CH:21][CH:22]=1)[C:15]([O:17][CH2:18][CH3:19])=[O:16])=[CH:8][CH:7]=[C:6]([Cl:24])[C:5]=2[F:25].Br[CH2:27][C:28]([O:30][C:31]([CH3:34])([CH3:33])[CH3:32])=[O:29].C([O-])([O-])=O.[K+].[K+]. The catalyst is C1COCC1. The product is [C:31]([O:30][C:28](=[O:29])[CH2:27][N:3]1[C:4]2[C:9](=[CH:8][CH:7]=[C:6]([Cl:24])[C:5]=2[F:25])[C:10]([S:11][C:12]2[C:13]([F:23])=[C:14]([CH:20]=[CH:21][CH:22]=2)[C:15]([O:17][CH2:18][CH3:19])=[O:16])=[C:2]1[Cl:1])([CH3:34])([CH3:33])[CH3:32]. The yield is 0.890. (3) The reactants are C([NH:9][C:10]([NH:12][C:13]1[CH:22]=[C:21]2[C:16]([CH:17]=[CH:18][CH:19]=[C:20]2[N:23]2[CH2:28][CH2:27][N:26]([CH3:29])[CH2:25][CH2:24]2)=[CH:15][CH:14]=1)=[S:11])(=O)C1C=CC=CC=1.[OH-].[Na+]. The catalyst is C(O)C.O. The product is [NH2:9][C:10]([NH:12][C:13]1[CH:22]=[C:21]2[C:16]([CH:17]=[CH:18][CH:19]=[C:20]2[N:23]2[CH2:24][CH2:25][N:26]([CH3:29])[CH2:27][CH2:28]2)=[CH:15][CH:14]=1)=[S:11]. The yield is 0.480. (4) The reactants are Cl[C:2]1[CH:10]=[C:9]2[C:5]([C:6](=[O:13])[NH:7][C:8]32[CH2:12][CH2:11]3)=[CH:4][CH:3]=1.[B:14]1([B:14]2[O:18][C:17]([CH3:20])([CH3:19])[C:16]([CH3:22])([CH3:21])[O:15]2)[O:18][C:17]([CH3:20])([CH3:19])[C:16]([CH3:22])([CH3:21])[O:15]1.CC([O-])=O.[K+].P(C1CCCCC1)(C1CCCCC1)C1CCCCC1. The catalyst is O1CCOCC1.C(Cl)Cl. The product is [CH3:21][C:16]1([CH3:22])[C:17]([CH3:20])([CH3:19])[O:18][B:14]([C:2]2[CH:10]=[C:9]3[C:5]([C:6](=[O:13])[NH:7][C:8]43[CH2:12][CH2:11]4)=[CH:4][CH:3]=2)[O:15]1. The yield is 0.930. (5) The reactants are [CH2:1]([O:8][C:9]1[CH:10]=[C:11]([CH:14]=[CH:15][CH:16]=1)[CH:12]=O)[C:2]1[CH:7]=[CH:6][CH:5]=[CH:4][CH:3]=1.[N+:17]([CH3:20])([O-:19])=[O:18].C([O-])(=O)C.[NH4+]. The catalyst is C(O)(=O)C. The product is [CH2:1]([O:8][C:9]1[CH:16]=[CH:15][CH:14]=[C:11](/[CH:12]=[CH:20]/[N+:17]([O-:19])=[O:18])[CH:10]=1)[C:2]1[CH:7]=[CH:6][CH:5]=[CH:4][CH:3]=1. The yield is 0.890. (6) The reactants are F[C:2](F)(F)[C:3](O)=[O:4].[O:8]=[S:9]1(=[O:37])[CH2:14][CH:13]=[C:12]([C:15]2[CH:20]=[C:19]([CH:21]3[CH2:26][CH2:25][NH:24][CH2:23][CH2:22]3)[CH:18]=[CH:17][C:16]=2[NH:27][C:28]([C:30]2[NH:31][CH:32]=[C:33]([C:35]#[N:36])[N:34]=2)=[O:29])[CH2:11][CH2:10]1.CCN(C(C)C)C(C)C.C(OC(=O)C)(=O)C.CCOC(C)=O. The catalyst is C(Cl)Cl.CN(C=O)C. The product is [C:3]([N:24]1[CH2:25][CH2:26][CH:21]([C:19]2[CH:18]=[CH:17][C:16]([NH:27][C:28]([C:30]3[NH:31][CH:32]=[C:33]([C:35]#[N:36])[N:34]=3)=[O:29])=[C:15]([C:12]3[CH2:13][CH2:14][S:9](=[O:8])(=[O:37])[CH2:10][CH:11]=3)[CH:20]=2)[CH2:22][CH2:23]1)(=[O:4])[CH3:2]. The yield is 0.950. (7) The yield is 0.920. The reactants are CO.[BH4-].[Li+].C[O:6][C:7]([C@@H:9]1[CH:13]=[CH:12][CH2:11][N:10]1[C:14]([O:16][C:17]([CH3:20])([CH3:19])[CH3:18])=[O:15])=O.O. The product is [C:17]([O:16][C:14]([N:10]1[CH2:11][CH:12]=[CH:13][C@H:9]1[CH2:7][OH:6])=[O:15])([CH3:20])([CH3:19])[CH3:18]. The catalyst is O1CCCC1.